This data is from Full USPTO retrosynthesis dataset with 1.9M reactions from patents (1976-2016). The task is: Predict the reactants needed to synthesize the given product. (1) Given the product [CH3:22][C:23]1([CH2:27][O:28][C:29]2[CH:48]=[CH:47][C:32]3[N:33]([C:36]4[CH:45]=[CH:44][C:43]5[C:38](=[C:39]([O:46][S:8]([C:11]([F:14])([F:13])[F:12])(=[O:10])=[O:9])[CH:40]=[CH:41][CH:42]=5)[N:37]=4)[CH:34]=[N:35][C:31]=3[CH:30]=2)[CH2:24][O:25][CH2:26]1, predict the reactants needed to synthesize it. The reactants are: C1C=CC(N([S:8]([C:11]([F:14])([F:13])[F:12])(=[O:10])=[O:9])[S:8]([C:11]([F:14])([F:13])[F:12])(=[O:10])=[O:9])=CC=1.[CH3:22][C:23]1([CH2:27][O:28][C:29]2[CH:48]=[CH:47][C:32]3[N:33]([C:36]4[CH:45]=[CH:44][C:43]5[C:38](=[C:39]([OH:46])[CH:40]=[CH:41][CH:42]=5)[N:37]=4)[CH:34]=[N:35][C:31]=3[CH:30]=2)[CH2:26][O:25][CH2:24]1.C(N(CC)CC)C. (2) Given the product [NH:25]1[CH2:26][CH:23]([C:21]2[CH:20]=[CH:19][C:16]3[C:17]4[N:18]=[C:9]([C:8]5[N:4]([CH:1]([CH3:3])[CH3:2])[N:5]=[CH:6][N:7]=5)[S:10][C:11]=4[CH2:12][CH2:13][O:14][C:15]=3[CH:22]=2)[CH2:24]1, predict the reactants needed to synthesize it. The reactants are: [CH:1]([N:4]1[C:8]([C:9]2[S:10][C:11]3[CH2:12][CH2:13][O:14][C:15]4[CH:22]=[C:21]([CH:23]5[CH2:26][N:25](C(O)=O)[CH2:24]5)[CH:20]=[CH:19][C:16]=4[C:17]=3[N:18]=2)=[N:7][CH:6]=[N:5]1)([CH3:3])[CH3:2].C(O)(C(F)(F)F)=O. (3) Given the product [N+:1]([C:4]1[CH:9]=[CH:8][CH:7]=[CH:6][C:5]=1[S:10]([N:13]1[CH:18]2[CH2:17][O:16][CH2:15][CH:14]1[C:21]1[CH:34]=[N:32][NH:35][C:20]=1[CH2:19]2)(=[O:11])=[O:12])([O-:3])=[O:2], predict the reactants needed to synthesize it. The reactants are: [N+:1]([C:4]1[CH:9]=[CH:8][CH:7]=[CH:6][C:5]=1[S:10]([N:13]1[CH:18]2[CH2:19][C:20](=O)[CH2:21][CH:14]1[CH2:15][O:16][CH2:17]2)(=[O:12])=[O:11])([O-:3])=[O:2].C(OC([N:32]([CH3:34])C)N(C)C)(C)(C)C.[NH2:35]N.O. (4) Given the product [Br:1][C:2]1[CH:7]=[C:6]([Cl:8])[CH:5]=[CH:4][C:3]=1[O:9][CH2:10][O:11][CH3:12], predict the reactants needed to synthesize it. The reactants are: [Br:1][C:2]1[CH:7]=[C:6]([Cl:8])[CH:5]=[CH:4][C:3]=1[OH:9].[CH3:10][O:11][CH2:12]Cl.CCN(C(C)C)C(C)C. (5) Given the product [Cl:22][C:15]1[N:16]=[C:17]2[C:12](=[CH:13][C:14]=1[O:23][CH2:24][CH3:25])[CH2:11][C@H:10]1[N:18]2[C@H:19]([CH3:21])[CH2:20][NH:8][CH2:9]1, predict the reactants needed to synthesize it. The reactants are: C(OC([N:8]1[CH2:20][C@@H:19]([CH3:21])[N:18]2[C@H:10]([CH2:11][C:12]3[C:17]2=[N:16][C:15]([Cl:22])=[C:14]([O:23][CH2:24][CH3:25])[CH:13]=3)[CH2:9]1)=O)(C)(C)C.FC(F)(F)C(O)=O. (6) The reactants are: [O:1]=[C:2]1[NH:6][C:5]2[CH:7]=[CH:8][C:9]([NH:11][C:12]3[C:13]4[CH:20]=[C:19]([C:21]([OH:23])=O)[NH:18][C:14]=4[N:15]=[CH:16][N:17]=3)=[CH:10][C:4]=2[S:3]1.[NH:24]1[CH2:29][CH2:28][O:27][CH2:26][CH2:25]1. Given the product [N:24]1([C:21]([C:19]2[NH:18][C:14]3[N:15]=[CH:16][N:17]=[C:12]([NH:11][C:9]4[CH:8]=[CH:7][C:5]5[NH:6][C:2](=[O:1])[S:3][C:4]=5[CH:10]=4)[C:13]=3[CH:20]=2)=[O:23])[CH2:29][CH2:28][O:27][CH2:26][CH2:25]1, predict the reactants needed to synthesize it. (7) The reactants are: [CH:1]([S:4][C:5]1[CH:10]=[CH:9][CH:8]=[C:7]([C:11]2[CH:16]=[CH:15][C:14]([Cl:17])=[CH:13][C:12]=2[Cl:18])[CH:6]=1)([CH3:3])[CH3:2].ClC1C=CC=C(C(OO)=[O:27])C=1.C(=O)(O)[O-].[Na+]. Given the product [CH:1]([S:4]([C:5]1[CH:10]=[CH:9][CH:8]=[C:7]([C:11]2[CH:16]=[CH:15][C:14]([Cl:17])=[CH:13][C:12]=2[Cl:18])[CH:6]=1)=[O:27])([CH3:3])[CH3:2], predict the reactants needed to synthesize it. (8) The reactants are: Cl[C:2]1[N:7]=[C:6]([C:8]2[CH:13]=[CH:12][N:11]=[CH:10][CH:9]=2)[N:5]=[C:4]([NH:14][S:15]([CH2:18][CH2:19][C:20]2[CH:25]=[CH:24][CH:23]=[CH:22][CH:21]=2)(=[O:17])=[O:16])[C:3]=1[C:26]1[CH:31]=[CH:30][C:29]([CH3:32])=[CH:28][CH:27]=1.C(O)(=O)C[C:35](CC(O)=O)([C:37](O)=[O:38])[OH:36]. Given the product [OH:36][CH2:35][CH2:37][O:38][C:2]1[N:7]=[C:6]([C:8]2[CH:13]=[CH:12][N:11]=[CH:10][CH:9]=2)[N:5]=[C:4]([NH:14][S:15]([CH2:18][CH2:19][C:20]2[CH:25]=[CH:24][CH:23]=[CH:22][CH:21]=2)(=[O:17])=[O:16])[C:3]=1[C:26]1[CH:31]=[CH:30][C:29]([CH3:32])=[CH:28][CH:27]=1, predict the reactants needed to synthesize it.